This data is from Forward reaction prediction with 1.9M reactions from USPTO patents (1976-2016). The task is: Predict the product of the given reaction. (1) Given the reactants [Cl:1][C:2]1[C:3](=[O:25])[N:4]([CH3:24])[CH:5]=[C:6]([C:9]([N:11]2[CH2:16][CH2:15][CH:14]([C:17]3[CH:22]=[CH:21][C:20]([F:23])=[CH:19][CH:18]=3)[CH2:13][CH2:12]2)=[O:10])[C:7]=1Cl.[Cl:26][C:27]1[CH:33]=[CH:32][C:30]([NH2:31])=[C:29]([CH3:34])[CH:28]=1, predict the reaction product. The product is: [Cl:1][C:2]1[C:3](=[O:25])[N:4]([CH3:24])[CH:5]=[C:6]([C:9]([N:11]2[CH2:16][CH2:15][CH:14]([C:17]3[CH:18]=[CH:19][C:20]([F:23])=[CH:21][CH:22]=3)[CH2:13][CH2:12]2)=[O:10])[C:7]=1[NH:31][C:30]1[CH:32]=[CH:33][C:27]([Cl:26])=[CH:28][C:29]=1[CH3:34]. (2) Given the reactants [CH:1]([O:4][C:5]1[CH:10]=[CH:9][C:8]([C:11]([N:13]2[CH2:29][CH2:28][C:16]3([CH2:25][CH:24]([O:26][CH3:27])[C:23]4[C:18](=[CH:19][CH:20]=[CH:21][CH:22]=4)S3)[CH2:15][CH2:14]2)=[O:12])=[CH:7][C:6]=1[O:30][CH3:31])([CH3:3])[CH3:2].O.O[O:34][S:35]([O-:37])=O.[K+], predict the reaction product. The product is: [CH:1]([O:4][C:5]1[CH:10]=[CH:9][C:8]([C:11]([N:13]2[CH2:14][CH2:15][C:16]3([CH2:25][CH:24]([O:26][CH3:27])[C:23]4[C:22](=[CH:21][CH:20]=[CH:19][CH:18]=4)[S:35]3(=[O:37])=[O:34])[CH2:28][CH2:29]2)=[O:12])=[CH:7][C:6]=1[O:30][CH3:31])([CH3:3])[CH3:2]. (3) Given the reactants Br[C:2]1[N:3]=[CH:4][N:5]([C:7]2[N:12]=[C:11]([C:13]([F:16])([F:15])[F:14])[CH:10]=[C:9]([C:17]3[CH:22]=[CH:21][C:20]([C:23]([F:26])([F:25])[F:24])=[CH:19][CH:18]=3)[N:8]=2)[CH:6]=1.CC1(C)C(C)(C)OB([C:35]2[CH:41]=[CH:40][C:38]([NH2:39])=[CH:37][CH:36]=2)O1, predict the reaction product. The product is: [F:14][C:13]([F:16])([F:15])[C:11]1[CH:10]=[C:9]([C:17]2[CH:22]=[CH:21][C:20]([C:23]([F:26])([F:25])[F:24])=[CH:19][CH:18]=2)[N:8]=[C:7]([N:5]2[CH:6]=[C:2]([C:35]3[CH:41]=[CH:40][C:38]([NH2:39])=[CH:37][CH:36]=3)[N:3]=[CH:4]2)[N:12]=1. (4) Given the reactants [C:1]([O:5][C:6]([NH:8][C@H:9]([C:15]([OH:17])=O)[CH2:10][O:11][CH2:12][CH:13]=[CH2:14])=[O:7])([CH3:4])([CH3:3])[CH3:2].[CH3:18][O:19][C:20](=[O:33])[C@H:21]([CH:30]([CH3:32])[CH3:31])[NH:22][C:23](=[O:29])[C@H:24]([CH:26]([CH3:28])[CH3:27])[NH2:25].FC(F)(F)C(O)=O.COC(=O)[C@H](C(C)C)NC(=O)[C@H](C(C)C)N.C(N(CC)C(C)C)(C)C.C1C=C2N=NN(O)C2=CC=1.O.CCN=C=NCCCN(C)C.Cl, predict the reaction product. The product is: [CH3:18][O:19][C:20](=[O:33])[C@H:21]([CH:30]([CH3:32])[CH3:31])[NH:22][C:23](=[O:29])[C@H:24]([CH:26]([CH3:27])[CH3:28])[NH:25][C:15](=[O:17])[C@H:9]([CH2:10][O:11][CH2:12][CH:13]=[CH2:14])[NH:8][C:6]([O:5][C:1]([CH3:2])([CH3:3])[CH3:4])=[O:7]. (5) Given the reactants Br[CH2:2][C:3]1[C:4]([Cl:14])=[C:5]([O:12][CH3:13])[CH:6]=[C:7]([O:10][CH3:11])[C:8]=1[Cl:9].[C-:15]#[N:16].[Na+], predict the reaction product. The product is: [Cl:9][C:8]1[C:7]([O:10][CH3:11])=[CH:6][C:5]([O:12][CH3:13])=[C:4]([Cl:14])[C:3]=1[CH2:2][C:15]#[N:16].